Dataset: Full USPTO retrosynthesis dataset with 1.9M reactions from patents (1976-2016). Task: Predict the reactants needed to synthesize the given product. (1) Given the product [Cl:1][C:2]1[CH:3]=[C:4]2[C:8](=[CH:9][CH:10]=1)[NH:7][CH:6]=[C:5]2[CH2:11][CH2:12][NH:13][C:14](=[O:23])[C:15]1[CH:20]=[CH:19][CH:18]=[C:17]([CH2:21][NH:30][CH2:29][C:25]2[S:24][CH:28]=[CH:27][CH:26]=2)[CH:16]=1, predict the reactants needed to synthesize it. The reactants are: [Cl:1][C:2]1[CH:3]=[C:4]2[C:8](=[CH:9][CH:10]=1)[NH:7][CH:6]=[C:5]2[CH2:11][CH2:12][NH:13][C:14](=[O:23])[C:15]1[CH:20]=[CH:19][CH:18]=[C:17]([CH2:21]Cl)[CH:16]=1.[S:24]1[CH:28]=[CH:27][CH:26]=[C:25]1[CH2:29][NH2:30].[I-].[Na+]. (2) Given the product [CH2:1]([NH:8][C:9](=[O:15])[CH2:10][C:11](=[O:14])[CH2:12][OH:17])[C:2]1[CH:7]=[CH:6][CH:5]=[CH:4][CH:3]=1, predict the reactants needed to synthesize it. The reactants are: [CH2:1]([NH:8][C:9](=[O:15])[CH2:10][C:11](=[O:14])[CH2:12]Br)[C:2]1[CH:7]=[CH:6][CH:5]=[CH:4][CH:3]=1.C([O-])=[O:17].[K+]. (3) Given the product [CH:21]1[C:29]2[C:28]3[CH:30]=[CH:31][CH:32]=[CH:33][C:27]=3[O:26][C:25]=2[CH:24]=[C:23]([C:34]2[CH:39]=[CH:38][C:37]([O:40][CH2:2][CH2:3][CH2:4][O:5][C:6]3[CH:11]=[CH:10][C:9]([CH2:12][CH:13]([O:17][CH3:18])[C:14]([OH:16])=[O:15])=[CH:8][C:7]=3[O:19][CH3:20])=[CH:36][CH:35]=2)[CH:22]=1, predict the reactants needed to synthesize it. The reactants are: Br[CH2:2][CH2:3][CH2:4][O:5][C:6]1[CH:11]=[CH:10][C:9]([CH2:12][CH:13]([O:17][CH3:18])[C:14]([OH:16])=[O:15])=[CH:8][C:7]=1[O:19][CH3:20].[CH:21]1[C:29]2[C:28]3[CH:30]=[CH:31][CH:32]=[CH:33][C:27]=3[O:26][C:25]=2[CH:24]=[C:23]([C:34]2[CH:39]=[CH:38][C:37]([OH:40])=[CH:36][CH:35]=2)[CH:22]=1. (4) Given the product [Cl:1][C:2]1[C:3]([CH3:9])=[C:4]([NH:5][S:16]([C:13]2[CH:14]=[CH:15][C:10]([CH3:20])=[CH:11][CH:12]=2)(=[O:18])=[O:17])[CH:6]=[CH:7][CH:8]=1, predict the reactants needed to synthesize it. The reactants are: [Cl:1][C:2]1[C:3]([CH3:9])=[C:4]([CH:6]=[CH:7][CH:8]=1)[NH2:5].[C:10]1([CH3:20])[CH:15]=[CH:14][C:13]([S:16](Cl)(=[O:18])=[O:17])=[CH:12][CH:11]=1. (5) Given the product [CH3:38][O:37][C:33]1[C:32]([CH3:39])=[C:31]2[C:36]([C:27]([O:26][CH:11]3[CH2:10][CH:9]4[CH:13]([C:14](=[O:25])[N:15]([CH3:24])[CH2:16][CH2:17][CH2:18][CH2:19][CH:20]=[CH:21][CH:22]5[C:6]([C:4]([OH:5])=[O:3])([NH:7][C:8]4=[O:48])[CH2:23]5)[CH2:12]3)=[N:28][C:29]([C:40]3[CH:41]=[CH:42][C:43]([O:46][CH3:47])=[CH:44][CH:45]=3)=[N:30]2)=[CH:35][CH:34]=1, predict the reactants needed to synthesize it. The reactants are: C([O:3][C:4]([C:6]12[CH2:23][CH:22]1[CH:21]=[CH:20][CH2:19][CH2:18][CH2:17][CH2:16][N:15]([CH3:24])[C:14](=[O:25])[CH:13]1[CH:9]([CH2:10][CH:11]([O:26][C:27]3[C:36]4[C:31](=[C:32]([CH3:39])[C:33]([O:37][CH3:38])=[CH:34][CH:35]=4)[N:30]=[C:29]([C:40]4[CH:45]=[CH:44][C:43]([O:46][CH3:47])=[CH:42][CH:41]=4)[N:28]=3)[CH2:12]1)[C:8](=[O:48])[NH:7]2)=[O:5])C.BrCC(=O)C(C)C.[OH-].[Li+]. (6) Given the product [NH2:8][C:9]1[CH:14]=[C:13]([C:15]2[CH:20]=[N:19][C:18]([N:35]([CH3:40])[CH3:36])=[N:17][CH:16]=2)[CH:12]=[CH:11][N:10]=1, predict the reactants needed to synthesize it. The reactants are: C(NC(NC1[N:8]=[C:9]2[CH:14]=[C:13]([C:15]3[CH:16]=[N:17][C:18](OC)=[N:19][CH:20]=3)[CH:12]=[CH:11][N:10]2C=1)=O)C.C1(C)C=CC(S(Cl)(=O)=O)=CC=1.[N:35]1[CH:40]=CC=C[CH:36]=1. (7) Given the product [C:1]1([C:11]2[S:12][CH:13]=[C:14]([Br:16])[N:15]=2)[CH:6]=[CH:5][CH:4]=[CH:3][CH:2]=1, predict the reactants needed to synthesize it. The reactants are: [C:1]1(B(O)O)[CH:6]=[CH:5][CH:4]=[CH:3][CH:2]=1.Br[C:11]1[S:12][CH:13]=[C:14]([Br:16])[N:15]=1.